From a dataset of NCI-60 drug combinations with 297,098 pairs across 59 cell lines. Regression. Given two drug SMILES strings and cell line genomic features, predict the synergy score measuring deviation from expected non-interaction effect. (1) Drug 1: CC1=C(C=C(C=C1)C(=O)NC2=CC(=CC(=C2)C(F)(F)F)N3C=C(N=C3)C)NC4=NC=CC(=N4)C5=CN=CC=C5. Drug 2: CCN(CC)CCNC(=O)C1=C(NC(=C1C)C=C2C3=C(C=CC(=C3)F)NC2=O)C. Cell line: HCT116. Synergy scores: CSS=-3.72, Synergy_ZIP=2.51, Synergy_Bliss=-3.22, Synergy_Loewe=-9.13, Synergy_HSA=-8.77. (2) Drug 1: CN(C)N=NC1=C(NC=N1)C(=O)N. Drug 2: C1C(C(OC1N2C=NC3=C(N=C(N=C32)Cl)N)CO)O. Cell line: NCI-H226. Synergy scores: CSS=5.56, Synergy_ZIP=0.739, Synergy_Bliss=2.06, Synergy_Loewe=-2.25, Synergy_HSA=-0.624. (3) Drug 1: C1=C(C(=O)NC(=O)N1)F. Drug 2: C1=NC2=C(N1)C(=S)N=C(N2)N. Cell line: MALME-3M. Synergy scores: CSS=28.2, Synergy_ZIP=-8.56, Synergy_Bliss=-5.92, Synergy_Loewe=-2.65, Synergy_HSA=-1.10. (4) Drug 1: CC1C(C(CC(O1)OC2CC(CC3=C2C(=C4C(=C3O)C(=O)C5=C(C4=O)C(=CC=C5)OC)O)(C(=O)C)O)N)O.Cl. Drug 2: C1CNP(=O)(OC1)N(CCCl)CCCl. Cell line: A549. Synergy scores: CSS=20.5, Synergy_ZIP=-5.63, Synergy_Bliss=-0.470, Synergy_Loewe=-35.4, Synergy_HSA=-0.948. (5) Drug 1: C1CC(=O)NC(=O)C1N2CC3=C(C2=O)C=CC=C3N. Drug 2: CC(C1=C(C=CC(=C1Cl)F)Cl)OC2=C(N=CC(=C2)C3=CN(N=C3)C4CCNCC4)N. Cell line: SR. Synergy scores: CSS=42.1, Synergy_ZIP=-8.68, Synergy_Bliss=-8.20, Synergy_Loewe=-20.4, Synergy_HSA=-7.74.